From a dataset of Reaction yield outcomes from USPTO patents with 853,638 reactions. Predict the reaction yield, written as a fraction of the theoretical maximum amount of product (1.0 means a 100% yield; for example, 0.34 means a 34% yield). (1) The reactants are Cl[C:2]1[C:7]([CH3:8])=[CH:6][N:5]=[C:4]([NH:9][C:10]2[CH:17]=[CH:16][C:13]([C:14]#[N:15])=[CH:12][CH:11]=2)[N:3]=1.[NH2:18][C:19]1[C:26]([CH3:27])=[CH:25][C:22]([C:23]#[N:24])=[CH:21][C:20]=1[CH3:28].C(N(C(C)C)CC)(C)C.[OH-].[Na+]. The catalyst is C(Cl)Cl.O1CCOCC1.CN1CCCC1=O. The product is [C:14]([C:13]1[CH:16]=[CH:17][C:10]([NH:9][C:4]2[N:3]=[C:2]([NH:18][C:19]3[C:20]([CH3:28])=[CH:21][C:22]([C:23]#[N:24])=[CH:25][C:26]=3[CH3:27])[C:7]([CH3:8])=[CH:6][N:5]=2)=[CH:11][CH:12]=1)#[N:15]. The yield is 0.290. (2) The reactants are [C:1]([O-:4])([O-:3])=O.[K+].[K+].[NH:7]1[CH2:12][CH2:11][CH2:10][CH2:9][CH2:8]1.[C:13](Cl)([O:15][CH2:16][C:17]1[CH:22]=[CH:21][CH:20]=[CH:19][CH:18]=1)=[O:14].[CH2:24]1COC[CH2:25]1.O. No catalyst specified. The product is [CH2:24]([O:3][C:1]([C@H:9]1[CH2:10][CH2:11][CH2:12][N:7]([C:13]([O:15][CH2:16][C:17]2[CH:22]=[CH:21][CH:20]=[CH:19][CH:18]=2)=[O:14])[CH2:8]1)=[O:4])[CH3:25]. The yield is 1.00.